Task: Predict which catalyst facilitates the given reaction.. Dataset: Catalyst prediction with 721,799 reactions and 888 catalyst types from USPTO Reactant: C(O)(C(F)(F)F)=O.[NH2:8][C:9]1[C:14]2[N:15]=[C:16]([S:28][C:29]3[C:37]([S:38][CH3:39])=[CH:36][C:32]4[O:33][CH2:34][O:35][C:31]=4[CH:30]=3)[N:17]([CH2:18][CH2:19][NH:20]C(=O)OC(C)(C)C)[C:13]=2[CH:12]=[CH:11][N:10]=1.C([O-])(O)=O.[Na+]. Product: [NH2:20][CH2:19][CH2:18][N:17]1[C:13]2[CH:12]=[CH:11][N:10]=[C:9]([NH2:8])[C:14]=2[N:15]=[C:16]1[S:28][C:29]1[C:37]([S:38][CH3:39])=[CH:36][C:32]2[O:33][CH2:34][O:35][C:31]=2[CH:30]=1. The catalyst class is: 2.